This data is from Experimentally validated miRNA-target interactions with 360,000+ pairs, plus equal number of negative samples. The task is: Binary Classification. Given a miRNA mature sequence and a target amino acid sequence, predict their likelihood of interaction. (1) The miRNA is hsa-miR-193b-3p with sequence AACUGGCCCUCAAAGUCCCGCU. The protein sequence of the target gene is MPEQSNDYRVAVFGAGGVGKSSLVLRFVKGTFRESYIPTVEDTYRQVISCDKSICTLQITDTTGSHQFPAMQRLSISKGHAFILVYSITSRQSLEELKPIYEQICEIKGDVESIPIMLVGNKCDESPNREVQSSEAEALARTWKCAFMETSAKLNHNVKELFQELLNLEKRRTVSLQIDGKKSKQQKRKEKLKGKCVVM. Result: 0 (no interaction). (2) The miRNA is hsa-miR-26b-5p with sequence UUCAAGUAAUUCAGGAUAGGU. The protein sequence of the target gene is MDTIFLWSLLLLFFGSQASRCSAQKNTEFAVDLYQEVSLSHKDNIIFSPLGITLVLEMVQLGAKGKAQQQIRQTLKQQETSAGEEFFVLKSFFSAISEKKQEFTFNLANALYLQEGFTVKEQYLHGNKEFFQSAIKLVDFQDAKACAEMISTWVERKTDGKIKDMFSGEEFGPLTRLVLVNAIYFKGDWKQKFRKEDTQLINFTKKNGSTVKIPMMKALLRTKYGYFSESSLNYQVLELSYKGDEFSLIIILPAEGMDIEEVEKLITAQQILKWLSEMQEEEVEISLPRFKVEQKVDFKD.... Result: 1 (interaction). (3) The miRNA is mmu-miR-409-5p with sequence AGGUUACCCGAGCAACUUUGCAU. The protein sequence of the target gene is MEELAKKERRAMDPGGLKKEGKVEEEAGKEEGREEEGGEEEEVTSETLRGKPRPLPISALPAFSYIPPRHQGPKERSYFSREGQTGIVSLYDCVFKRRLDYNQKLHRDDREHAKNLGLHINEEEQERTVPVLMSSVYGKRINQPIEPLNRDYGHVSHVKTDFYRKNEIPSIKGPGFGHINPA. Result: 0 (no interaction). (4) The miRNA is hsa-miR-4304 with sequence CCGGCAUGUCCAGGGCA. The protein sequence of the target gene is METDLAEMPEKGALSSQDSPHFQEKSTEEGEVAALRLTARSQETVTFKDVAMDFTPEEWGKLDPAQRDVMLENYRNLVSLWLPVSKPESYNLENGKEPLKLERKAPKSSYSDMETRPQSKDSTSVQDFSKAESCKVAIIDRLTRNSVYDSNLEAALECENWLENQQGNQERHLREMFTHMNSLSEETDHKHDVYWKSFNQKSVLITEDRVPKGSYAFHTLEKSLKQKSNLMKKQRTYKEKKPHKCNDCGELFTYHSVLIRHQRVHTGEKPYTCNECGKSFSHRANLTKHQRTHTRILFEC.... Result: 0 (no interaction). (5) The miRNA is mmu-miR-6913-3p with sequence UCUCUACUGAUUUGUCUCCUCAG. The protein sequence of the target gene is MSKSLKKKSHWTSKVHESVIGRNPEGQLGFELKGGAENGQFPYLGEVKPGKVAYESGSKLVSEELLLEVNETPVAGLTIRDVLAVIKHCKDPLRLKCVKQGGIVDKDLRHYLNLRFQKGSVDHELQQIIRDNLYLRTVPCTTRPHKEGEVPGVDYIFITVEEFMELEKSGALLESGTYEDNYYGTPKPPAEPAPLLNVTDQILPGATPSAEGKRKRNKSVTNMEKASIEPPEEEEEERPVVNGNGVVITPESSEHEDKSAGASGETPSQPYPAPVYSQPEELKDQMDDTKPTKPEENEDS.... Result: 0 (no interaction). (6) The miRNA is hsa-miR-6775-3p with sequence AGGCCCUGUCCUCUGCCCCAG. The protein sequence of the target gene is MAKVAKDLNPGVKKMSLGQLQSARGVACLGCKGTCSGFEPHSWRKICKSCKCSQEDHCLTSDLEDDRKIGRLLMDSKYSTLTARVKGGDGIRIYKRNRMIMTNPIATGKDPTFDTITYEWAPPGVTQKLGLQYMELIPKEKQPVTGTEGAFYRRRQLMHQLPIYDQDPSRCRGLLENELKLMEEFVKQYKSEALGVGEVALPGQGGLPKEEGKQQEKPEGAETTAATTNGSLSDPSKEVEYVCELCKGAAPPDSPVVYSDRAGYNKQWHPTCFVCAKCSEPLVDLIYFWKDGAPWCGRHY.... Result: 0 (no interaction). (7) The miRNA is xla-miR-1b with sequence UGGAAUGUUAAGAAGUAUGUA. The protein sequence of the target gene is MIKAILIFNNHGKPRLSKFYQPYSEDTQQQIIRETFHLVSKRDENVCNFLEGGLLIGGSDNKLIYRHYATLYFVFCVDSSESELGILDLIQVFVETLDKCFENVCELDLIFHVDKVHNILAEMVMGGMVLETNMNEIVTQIDAQNKLEKSEAGLAGAPARAVSAVKNMNLPEIPRNINIGDISIKVPNLPSFK. Result: 0 (no interaction). (8) The miRNA is hsa-miR-4253 with sequence AGGGCAUGUCCAGGGGGU. The protein sequence of the target gene is MDDLTLLDLLECPVCFEKLDVTAKVLPCQHTFCKPCLQRVFKAHKELRCPECRTPVFSNIEALPANLLLVRLLDGVRSGQSSGRGGSFRRPGTMTLQDGRKSRTNPRRLQASPFRLVPNVRIHMDGVPRAKALCNYRGQNPGDLRFNKGDIILLRRQLDENWYQGEINGISGNFPASSVEVIKQLPQPPPLCRALYNFDLRGKDKSENQDCLTFLKDDIITVISRVDENWAEGKLGDKVGIFPILFVEPNLTARHLLEKNKGRQSSRTKNLSLVSSSSRGNTSTLRRGPGSRRKVPGQFS.... Result: 1 (interaction). (9) The miRNA is hsa-miR-6799-5p with sequence GGGGAGGUGUGCAGGGCUGG. The protein sequence of the target gene is MDVHTRWKARSALRPGAPLLPPLLLLLLWAPPPSRAAQPADLLKVLDFHNLPDGITKTTGFCATRRSSKGPDVAYRVTKDAQLSAPTKQLYPASAFPEDFSILTTVKAKKGSQAFLVSIYNEQGIQQIGLELGRSPVFLYEDHTGKPGPEDYPLFRGINLSDGKWHRIALSVHKKNVTLILDCKKKTTKFLDRSDHPMIDINGIIVFGTRILDEEVFEGDIQQLLFVSDHRAAYDYCEHYSPDCDTAVPDTPQSQDPNPDEYYTEGDGEGETYYYEYPYYEDPEDLGKEPTPSKKPVEAA.... Result: 1 (interaction). (10) The miRNA is hsa-miR-7161-5p with sequence UAAAGACUGUAGAGGCAACUGGU. The protein sequence of the target gene is MELLTFRDVAIEFSPEEWKCLDPAQQNLYRDVMLENYRNLISLGVAISNPDLVIYLEQRKEPYKVKIHETVAKHPAVCSHFTQDFLPVQGIEDSFHKLILRRYEKCGHENLELRKSCKRKVQKGGYNEFNQCLSTIQSKIFQCNVHVKVFSTFSNSNQRRIRHTGEKHFKECGKSFQKFSDLTQHQGIHAGEKPYTCEECGKDFKWYLIFNEYEIIHTGEKPFTCEECGNIFTTSSNFAKHKVHTGEKSYKYEECGKAFNRSSTLTKHKRIHAEEKPFTCEECGKIITSSSNVAKHKKIH.... Result: 0 (no interaction).